Task: Predict the reactants needed to synthesize the given product.. Dataset: Full USPTO retrosynthesis dataset with 1.9M reactions from patents (1976-2016) (1) Given the product [F:27][C:28]1[CH:42]=[CH:41][C:31]([CH2:32][O:33][C:34]2[CH:39]=[CH:38][N:37]([CH2:2][CH2:3][C:4]3[CH:20]=[CH:19][C:7]4[CH2:8][CH2:9][NH:10][CH2:11][CH2:12][C:6]=4[CH:5]=3)[C:36](=[O:40])[CH:35]=2)=[CH:30][CH:29]=1, predict the reactants needed to synthesize it. The reactants are: Cl[CH2:2][CH2:3][C:4]1[CH:20]=[CH:19][C:7]2[CH2:8][CH2:9][N:10](C(=O)C(F)(F)F)[CH2:11][CH2:12][C:6]=2[CH:5]=1.C(=O)([O-])[O-].[Cs+].[Cs+].[F:27][C:28]1[CH:42]=[CH:41][C:31]([CH2:32][O:33][C:34]2[CH:39]=[CH:38][NH:37][C:36](=[O:40])[CH:35]=2)=[CH:30][CH:29]=1.[OH-].[Na+]. (2) Given the product [C:1]([O:5][C:6](=[O:19])[CH2:7][CH:8]1[CH2:9][CH2:10][CH:11]([C:14]([O:16][CH2:17][CH3:18])=[O:15])[CH2:12][CH2:13]1)([CH3:3])([CH3:4])[CH3:2], predict the reactants needed to synthesize it. The reactants are: [C:1]([O:5][C:6](=[O:19])[CH:7]=[C:8]1[CH2:13][CH2:12][CH:11]([C:14]([O:16][CH2:17][CH3:18])=[O:15])[CH2:10][CH2:9]1)([CH3:4])([CH3:3])[CH3:2]. (3) Given the product [CH:29]1([C:2]2[CH:11]=[CH:10][CH:9]=[C:8]3[C:3]=2[C:4](=[O:28])[N:5]([C:23]2[CH:27]=[CH:26][NH:25][N:24]=2)[C:6]([C@@H:12]([NH:15][C:16](=[O:22])[O:17][C:18]([CH3:21])([CH3:20])[CH3:19])[CH2:13][CH3:14])=[N:7]3)[CH2:31][CH2:30]1, predict the reactants needed to synthesize it. The reactants are: Br[C:2]1[CH:11]=[CH:10][CH:9]=[C:8]2[C:3]=1[C:4](=[O:28])[N:5]([C:23]1[CH:27]=[CH:26][NH:25][N:24]=1)[C:6]([C@@H:12]([NH:15][C:16](=[O:22])[O:17][C:18]([CH3:21])([CH3:20])[CH3:19])[CH2:13][CH3:14])=[N:7]2.[CH:29]1(B(O)O)[CH2:31][CH2:30]1.C(=O)([O-])[O-].[Cs+].[Cs+].O1CCOCC1.